Dataset: Reaction yield outcomes from USPTO patents with 853,638 reactions. Task: Predict the reaction yield, written as a fraction of the theoretical maximum amount of product (1.0 means a 100% yield; for example, 0.34 means a 34% yield). (1) No catalyst specified. The reactants are C[O:2][C:3](=O)[CH2:4][C:5]([NH:7][C:8]1[CH:13]=[CH:12][C:11]([O:14][CH2:15][C:16]2[CH:21]=[CH:20][CH:19]=[CH:18][C:17]=2[F:22])=[CH:10][CH:9]=1)=[O:6].[OH-].[NH4+:25]. The yield is 0.300. The product is [F:22][C:17]1[CH:18]=[CH:19][CH:20]=[CH:21][C:16]=1[CH2:15][O:14][C:11]1[CH:12]=[CH:13][C:8]([NH:7][C:5](=[O:6])[CH2:4][C:3]([NH2:25])=[O:2])=[CH:9][CH:10]=1. (2) The reactants are [Cl:1][C:2]1[C:7]([CH2:8]Cl)=[CH:6][CH:5]=[CH:4][N:3]=1.[C-:10]#[N:11].[Na+]. The catalyst is CS(C)=O. The product is [Cl:1][C:2]1[C:7]([CH2:8][C:10]#[N:11])=[CH:6][CH:5]=[CH:4][N:3]=1. The yield is 0.610. (3) The reactants are [CH:1]([C:3]1[C:11]2[O:10][C:9]([C:12]([O-:14])=[O:13])=[CH:8][C:7]=2[C:6]([O:15][CH3:16])=[CH:5][CH:4]=1)=[O:2].C(=O)([O-])[O-].[Na+].[Na+]. The catalyst is O. The product is [CH:1]([C:3]1[C:11]2[O:10][C:9]([C:12]([OH:14])=[O:13])=[CH:8][C:7]=2[C:6]([O:15][CH3:16])=[CH:5][CH:4]=1)=[O:2]. The yield is 0.740. (4) The reactants are [CH2:1]([C:3]1[CH:4]=[C:5]2[C:9](=[CH:10][CH:11]=1)[NH:8][CH2:7][CH2:6]2)[CH3:2].[N+:12]([O-])([O-:14])=[O:13].[K+].[OH-].[Na+]. The catalyst is OS(O)(=O)=O. The product is [CH2:1]([C:3]1[CH:4]=[C:5]2[C:9](=[CH:10][C:11]=1[N+:12]([O-:14])=[O:13])[NH:8][CH2:7][CH2:6]2)[CH3:2]. The yield is 0.580. (5) The reactants are [NH2:1][C:2]1[CH:3]=[C:4]2[C:8](=[CH:9][CH:10]=1)[N:7]([CH2:11][CH2:12][N:13]([CH2:16][CH3:17])[CH2:14][CH3:15])[CH:6]=[CH:5]2.[CH:18]1[C:27]2[C:22](=[CH:23][CH:24]=[CH:25][CH:26]=2)[CH:21]=[CH:20][C:19]=1[S:28](Cl)(=[O:30])=[O:29]. No catalyst specified. The product is [CH2:14]([N:13]([CH2:16][CH3:17])[CH2:12][CH2:11][N:7]1[C:8]2[C:4](=[CH:3][C:2]([NH:1][S:28]([C:19]3[CH:20]=[CH:21][C:22]4[C:27](=[CH:26][CH:25]=[CH:24][CH:23]=4)[CH:18]=3)(=[O:30])=[O:29])=[CH:10][CH:9]=2)[CH:5]=[CH:6]1)[CH3:15]. The yield is 0.450. (6) The yield is 0.710. The reactants are [F:1][C:2]1[CH:7]=[CH:6][C:5]([C:8]2[C:9]([N:14]3[CH2:19][CH2:18][N:17]([CH2:20][CH2:21][NH:22][CH3:23])[CH2:16][CH2:15]3)=[N:10][CH:11]=[CH:12][N:13]=2)=[CH:4][CH:3]=1.N1CCOCC1.[CH3:30][N:31]1[C:35]([S:36]([Cl:39])(=[O:38])=[O:37])=[CH:34][N:33]=[C:32]1[CH3:40]. The catalyst is ClCCl. The product is [ClH:39].[F:1][C:2]1[CH:7]=[CH:6][C:5]([C:8]2[C:9]([N:14]3[CH2:15][CH2:16][N:17]([CH2:20][CH2:21][N:22]([CH3:23])[S:36]([C:35]4[N:31]([CH3:30])[C:32]([CH3:40])=[N:33][CH:34]=4)(=[O:38])=[O:37])[CH2:18][CH2:19]3)=[N:10][CH:11]=[CH:12][N:13]=2)=[CH:4][CH:3]=1.